Task: Predict which catalyst facilitates the given reaction.. Dataset: Catalyst prediction with 721,799 reactions and 888 catalyst types from USPTO (1) Reactant: BrN1C(=O)CCC1=O.[S-:9][C:10]#[N:11].[K+].[F:13][C:14]1[CH:15]=[C:16]([CH:18]=[CH:19][CH:20]=1)[NH2:17]. Product: [F:13][C:14]1[CH:15]=[C:16]([CH:18]=[CH:19][C:20]=1[S:9][C:10]#[N:11])[NH2:17]. The catalyst class is: 5. (2) Reactant: [N:1]12[CH2:8][CH2:7][CH:4]([CH2:5][CH2:6]1)[CH:3]([OH:9])[CH2:2]2.[OH:10][C:11]1[CH:23]=[CH:22][C:14]2[O:15][C:16]3[CH:21]=[CH:20][CH:19]=[CH:18][C:17]=3[C:13]=2[CH:12]=1.C1(P(C2C=CC=CC=2)C2C=CC=CC=2)C=CC=CC=1.CCOC(/N=N/C(OCC)=O)=O.[OH-:55].[Na+]. Product: [NH3:1].[C:14]([OH:9])(=[O:15])/[CH:13]=[CH:12]/[C:11]([OH:10])=[O:55].[CH:12]1[C:13]2[C:17]3[CH:18]=[CH:19][CH:20]=[CH:21][C:16]=3[O:15][C:14]=2[CH:22]=[CH:23][C:11]=1[O:9][CH:3]1[CH:4]2[CH2:7][CH2:8][N:1]([CH2:6][CH2:5]2)[CH2:2]1. The catalyst class is: 1. (3) Reactant: Cl.[NH2:2][C:3]1[CH:12]=[CH:11][CH:10]=[C:9]2[C:4]=1[CH2:5][CH2:6][N:7]([CH2:14][CH:15]1[CH2:17][CH2:16]1)[C:8]2=[O:13].[C:18]([OH:22])(=[O:21])[CH:19]=O.[BH3-]C#N.[Na+].CC(O)=O.CC([O-])=O.[Na+]. Product: [CH:15]1([CH2:14][N:7]2[CH2:6][CH2:5][C:4]3[C:9](=[CH:10][CH:11]=[CH:12][C:3]=3[NH:2][CH2:19][C:18]([OH:22])=[O:21])[C:8]2=[O:13])[CH2:16][CH2:17]1. The catalyst class is: 24. (4) Reactant: [C:1]([C:5]1[NH:6][C:7]2[C:12]([CH:13]=1)=[CH:11][C:10]([N+:14]([O-])=O)=[CH:9][C:8]=2[C:17]([O-:19])=[O:18])([CH3:4])([CH3:3])[CH3:2].[CH3:20]O. Product: [NH2:14][C:10]1[CH:11]=[C:12]2[C:7](=[C:8]([C:17]([O:19][CH3:20])=[O:18])[CH:9]=1)[NH:6][C:5]([C:1]([CH3:4])([CH3:3])[CH3:2])=[CH:13]2. The catalyst class is: 181. (5) Reactant: [Cl:1][C:2]1[CH:7]=[CH:6][C:5]([N:8]2[C:14](=O)[CH:13]([CH3:16])[C:12]3=[N:17][N:18]=[C:19]([CH3:20])[N:11]3[C:10]3[CH:21]=[CH:22][CH:23]=[CH:24][C:9]2=3)=[CH:4][CH:3]=1.B.C1COCC1. Product: [Cl:1][C:2]1[CH:3]=[CH:4][C:5]([N:8]2[CH2:14][CH:13]([CH3:16])[C:12]3=[N:17][N:18]=[C:19]([CH3:20])[N:11]3[C:10]3[CH:21]=[CH:22][CH:23]=[CH:24][C:9]2=3)=[CH:6][CH:7]=1. The catalyst class is: 1. (6) Reactant: [Br:1][C:2]1[CH:3]=[N:4][C:5]([N:11]([CH3:13])[CH3:12])=[C:6]([CH:10]=1)[C:7]([OH:9])=O.CCN(C(C)C)C(C)C.CN(C(ON1N=[N:38][C:33]2[CH:34]=C[CH:36]=[CH:37][C:32]1=2)=[N+](C)C)C.[B-](F)(F)(F)F.Cl.C12(N)CC(C1)C2. Product: [C:33]12([NH:38][C:7](=[O:9])[C:6]3[CH:10]=[C:2]([Br:1])[CH:3]=[N:4][C:5]=3[N:11]([CH3:13])[CH3:12])[CH2:32][CH:37]([CH2:34]1)[CH2:36]2. The catalyst class is: 2.